From a dataset of Forward reaction prediction with 1.9M reactions from USPTO patents (1976-2016). Predict the product of the given reaction. (1) Given the reactants [Cl:1][C:2]1[CH:7]=[CH:6][C:5]([OH:8])=[CH:4][CH:3]=1.Cl[C:10]1[C:19]2[C:14](=[C:15]([CH3:20])[CH:16]=[CH:17][CH:18]=2)[CH:13]=[C:12]([NH:21][C:22]2[CH:26]=[C:25]([CH3:27])[NH:24][N:23]=2)[N:11]=1, predict the reaction product. The product is: [Cl:1][C:2]1[CH:7]=[CH:6][C:5]([O:8][C:10]2[C:19]3[C:14](=[C:15]([CH3:20])[CH:16]=[CH:17][CH:18]=3)[CH:13]=[C:12]([NH:21][C:22]3[CH:26]=[C:25]([CH3:27])[NH:24][N:23]=3)[N:11]=2)=[CH:4][CH:3]=1. (2) Given the reactants Cl[C:2]1[CH:10]=[C:9]([C:11]([OH:13])=[O:12])[C:8](Cl)=[CH:7][C:3]=1[C:4]([OH:6])=[O:5].C([O-])([O-])=[O:16].[Na+].[Na+].CN[C@@H]1CCCC[C@H]1NC.Cl.[OH2:32], predict the reaction product. The product is: [OH:32][C:2]1[CH:10]=[C:9]([C:11]([OH:13])=[O:12])[C:8]([OH:16])=[CH:7][C:3]=1[C:4]([OH:6])=[O:5]. (3) Given the reactants Br[C:2]1[N:12]=[CH:11][C:5]2[O:6][CH2:7][C:8](=[O:10])[NH:9][C:4]=2[CH:3]=1.[C:13]1([CH:19]=[CH:20]B(O)O)[CH:18]=[CH:17][CH:16]=[CH:15][CH:14]=1.C(=O)([O-])[O-].[K+].[K+], predict the reaction product. The product is: [CH:20](/[C:2]1[N:12]=[CH:11][C:5]2[O:6][CH2:7][C:8](=[O:10])[NH:9][C:4]=2[CH:3]=1)=[CH:19]\[C:13]1[CH:18]=[CH:17][CH:16]=[CH:15][CH:14]=1. (4) Given the reactants [Cl:1][C:2]1[CH:7]=[CH:6][C:5]([C:8]2[N:9]=[C:10]([N:17]3[CH:21]=[CH:20][N:19]=[C:18]3[CH3:22])[O:11][C:12]=2[CH2:13][CH2:14][CH2:15][OH:16])=[CH:4][CH:3]=1.[CH3:23][O:24][C:25]1[CH:26]=[C:27](O)[CH:28]=[CH:29][CH:30]=1.C(P(CCCC)CCCC)CCC.N(C(OCC)=O)=NC(OCC)=O, predict the reaction product. The product is: [Cl:1][C:2]1[CH:3]=[CH:4][C:5]([C:8]2[N:9]=[C:10]([N:17]3[CH:21]=[CH:20][N:19]=[C:18]3[CH3:22])[O:11][C:12]=2[CH2:13][CH2:14][CH2:15][O:16][C:29]2[CH:28]=[CH:27][CH:26]=[C:25]([O:24][CH3:23])[CH:30]=2)=[CH:6][CH:7]=1. (5) The product is: [F:31][C:30]1[CH:29]=[CH:28][C:12]([CH2:13][N:14]([C:20]2[CH:25]=[CH:24][C:23]([C:26]#[N:27])=[CH:22][CH:21]=2)[N:15]2[CH:16]=[N:17][N:18]=[CH:19]2)=[CH:11][C:10]=1[OH:9]. Given the reactants C([O:9][C:10]1[CH:11]=[C:12]([CH:28]=[CH:29][C:30]=1[F:31])[CH2:13][N:14]([C:20]1[CH:25]=[CH:24][C:23]([C:26]#[N:27])=[CH:22][CH:21]=1)[N:15]1[CH:19]=[N:18][N:17]=[CH:16]1)(=O)C1C=CC=CC=1.[OH-].[Na+], predict the reaction product. (6) Given the reactants [H-].[Al+3].[Li+].[H-].[H-].[H-].[CH:7]12[CH2:19][CH:11]([CH2:12][CH:13]([C:15](OC)=[O:16])[CH2:14]1)[CH2:10][N:9]([C:20]([O:22][C:23]([CH3:26])([CH3:25])[CH3:24])=[O:21])[CH2:8]2.O.[OH-].[Na+], predict the reaction product. The product is: [OH:16][CH2:15][CH:13]1[CH2:12][CH:11]2[CH2:19][CH:7]([CH2:8][N:9]([C:20]([O:22][C:23]([CH3:26])([CH3:25])[CH3:24])=[O:21])[CH2:10]2)[CH2:14]1. (7) Given the reactants [N+:1]([C:4]1[CH:5]=[CH:6][CH:7]=[C:8]2[C:12]=1[NH:11][C:10]([C:13]([NH2:15])=O)=[CH:9]2)([O-:3])=[O:2].COC1C=CC(P2(SP(C3C=CC(OC)=CC=3)(=S)S2)=[S:25])=CC=1, predict the reaction product. The product is: [N+:1]([C:4]1[CH:5]=[CH:6][CH:7]=[C:8]2[C:12]=1[NH:11][C:10]([C:13](=[S:25])[NH2:15])=[CH:9]2)([O-:3])=[O:2]. (8) Given the reactants [CH3:1][S-:2].[Na+].CN(C)C=O.[CH3:9][O:10][C:11]1[C:29]([O:30][CH3:31])=[C:28]([O:32][CH3:33])[CH:27]=[C:26]([CH3:34])[C:12]=1[C:13]([C:15]1[C:16](Cl)=[N:17][CH:18]=[CH:19][C:20]=1[C:21]([F:24])([F:23])[F:22])=[O:14].O, predict the reaction product. The product is: [CH3:9][O:10][C:11]1[C:29]([O:30][CH3:31])=[C:28]([O:32][CH3:33])[CH:27]=[C:26]([CH3:34])[C:12]=1[C:13]([C:15]1[C:16]([S:2][CH3:1])=[N:17][CH:18]=[CH:19][C:20]=1[C:21]([F:24])([F:23])[F:22])=[O:14].